From a dataset of Full USPTO retrosynthesis dataset with 1.9M reactions from patents (1976-2016). Predict the reactants needed to synthesize the given product. (1) The reactants are: C([O:8][C:9]([C:11]1[CH:12]=[C:13]2[C:17](=[CH:18][CH:19]=1)[C:16](=[O:20])[N:15]([C:21]1[CH:26]=[CH:25][CH:24]=[C:23]([C:27]3[O:28][C:29]4[CH:35]=[C:34]([C:36](Cl)=[O:37])[CH:33]=[CH:32][C:30]=4[N:31]=3)[CH:22]=1)[C:14]2=[O:39])=[O:10])C1C=CC=CC=1.[CH2:40]([N:50]1[CH2:55][CH2:54][NH:53][CH2:52][CH2:51]1)[C:41]1[CH:49]=[CH:48][C:47]2[O:46][CH2:45][O:44][C:43]=2[CH:42]=1. Given the product [CH2:40]([N:50]1[CH2:55][CH2:54][N:53]([C:36]([C:34]2[CH:33]=[CH:32][C:30]3[N:31]=[C:27]([C:23]4[CH:22]=[C:21]([N:15]5[C:14](=[O:39])[C:13]6[C:17](=[CH:18][CH:19]=[C:11]([C:9]([OH:10])=[O:8])[CH:12]=6)[C:16]5=[O:20])[CH:26]=[CH:25][CH:24]=4)[O:28][C:29]=3[CH:35]=2)=[O:37])[CH2:52][CH2:51]1)[C:41]1[CH:49]=[CH:48][C:47]2[O:46][CH2:45][O:44][C:43]=2[CH:42]=1, predict the reactants needed to synthesize it. (2) Given the product [CH:19]1([N:18]([CH:12]2[CH2:13][CH2:14][CH2:15][CH2:16][CH2:17]2)[C:37](=[O:2])/[CH:31]=[CH:32]/[C:10]2[CH:9]=[CH:11][C:28]([O:27][CH3:26])=[CH:29][CH:30]=2)[CH2:20][CH2:21][CH2:22][CH2:23][CH2:24]1, predict the reactants needed to synthesize it. The reactants are: S(Cl)(Cl)=[O:2].C(N[CH:9]([CH3:11])[CH3:10])(C)C.[CH:12]1([NH:18][CH:19]2[CH2:24][CH2:23][CH2:22][CH2:21][CH2:20]2)[CH2:17][CH2:16][CH2:15][CH2:14][CH2:13]1.C[CH:26]1[CH2:30][CH2:29][CH2:28][O:27]1.[C:31]1([CH3:37])C=CC=C[CH:32]=1. (3) Given the product [CH3:3][O:4][C:5]1[CH:6]=[C:7]2[C:11](=[CH:12][C:13]=1[O:14][CH3:15])[N:10]([CH3:16])[CH:9]=[C:8]2[C:17]1[NH:26][C:20]2=[N:21][CH:22]=[CH:23][C:24]([CH3:25])=[C:19]2[CH:18]=1, predict the reactants needed to synthesize it. The reactants are: [OH-].[K+].[CH3:3][O:4][C:5]1[CH:6]=[C:7]2[C:11](=[CH:12][C:13]=1[O:14][CH3:15])[N:10]([CH3:16])[CH:9]=[C:8]2[C:17]1[N:26](S(C2C=CC(C)=CC=2)(=O)=O)[C:20]2=[N:21][CH:22]=[CH:23][C:24]([CH3:25])=[C:19]2[CH:18]=1. (4) Given the product [OH:29][C:28](=[N:2][C@@H:3]([CH2:21][OH:22])[C:4]([NH:6][CH2:7][CH2:8][CH2:9][CH2:10][CH2:11][CH2:12][CH2:13][CH2:14][CH2:15][CH2:16][CH2:17][CH2:18][CH2:19][CH3:20])=[O:5])[C:27]1[CH:30]=[CH:31][CH:32]=[CH:33][CH:26]=1, predict the reactants needed to synthesize it. The reactants are: Cl.[NH2:2][C@@H:3]([CH2:21][OH:22])[C:4]([NH:6][CH2:7][CH2:8][CH2:9][CH2:10][CH2:11][CH2:12][CH2:13][CH2:14][CH2:15][CH2:16][CH2:17][CH2:18][CH2:19][CH3:20])=[O:5].[OH-].[Na+].O[C:26]1[CH:33]=[CH:32][CH:31]=[CH:30][C:27]=1[CH:28]=[O:29]. (5) Given the product [F:34][CH:2]([F:1])[CH2:3][C:4]([N:17]1[C:25]2[C:20](=[C:21]([NH:26][C:27](=[O:33])[O:28][C:29]([CH3:30])([CH3:31])[CH3:32])[CH:22]=[CH:23][CH:24]=2)[CH:19]=[N:18]1)([C:7]1[CH:8]=[CH:9][C:10]([C:13]([F:14])([F:15])[F:16])=[CH:11][CH:12]=1)[CH:5]=[O:6], predict the reactants needed to synthesize it. The reactants are: [F:1][CH:2]([F:34])[CH2:3][C:4]([N:17]1[C:25]2[C:20](=[C:21]([NH:26][C:27](=[O:33])[O:28][C:29]([CH3:32])([CH3:31])[CH3:30])[CH:22]=[CH:23][CH:24]=2)[CH:19]=[N:18]1)([C:7]1[CH:12]=[CH:11][C:10]([C:13]([F:16])([F:15])[F:14])=[CH:9][CH:8]=1)[CH2:5][OH:6].CC(OI1(OC(C)=O)(OC(C)=O)OC(=O)C2C=CC=CC1=2)=O. (6) Given the product [Cl:1][C:2]1[S:17][C:5]2[N:6]=[CH:7][N:8]=[C:9]([NH:10][CH:11]3[CH2:12][CH2:13][N:14]([CH2:20][C:21]4[CH:28]=[CH:27][CH:26]=[CH:25][C:22]=4[C:23]#[N:24])[CH2:15][CH2:16]3)[C:4]=2[C:3]=1[CH3:18], predict the reactants needed to synthesize it. The reactants are: [Cl:1][C:2]1[S:17][C:5]2[N:6]=[CH:7][N:8]=[C:9]([NH:10][CH:11]3[CH2:16][CH2:15][NH:14][CH2:13][CH2:12]3)[C:4]=2[C:3]=1[CH3:18].Br[CH2:20][C:21]1[CH:28]=[CH:27][CH:26]=[CH:25][C:22]=1[C:23]#[N:24]. (7) Given the product [Br:12][C:13]1[C:14]([N:9]2[CH2:8][CH2:7][N:6]([CH2:5][CH:1]3[CH2:2][CH2:3][CH2:4]3)[CH2:11][CH2:10]2)=[C:15]([N+:20]([O-:22])=[O:21])[C:16]([NH2:19])=[N:17][CH:18]=1, predict the reactants needed to synthesize it. The reactants are: [CH:1]1([CH2:5][N:6]2[CH2:11][CH2:10][NH:9][CH2:8][CH2:7]2)[CH2:4][CH2:3][CH2:2]1.[Br:12][C:13]1[C:14](Cl)=[C:15]([N+:20]([O-:22])=[O:21])[C:16]([NH2:19])=[N:17][CH:18]=1. (8) Given the product [CH2:1]([O:8][C@@H:9]1[CH2:13][CH2:12][CH2:11][C@H:10]1[NH:14][CH2:16][CH2:15][CH2:21][S:18]([OH:20])(=[O:19])=[O:17])[C:2]1[CH:7]=[CH:6][CH:5]=[CH:4][CH:3]=1, predict the reactants needed to synthesize it. The reactants are: [CH2:1]([O:8][C@@H:9]1[CH2:13][CH2:12][CH2:11][C@H:10]1[NH2:14])[C:2]1[CH:7]=[CH:6][CH:5]=[CH:4][CH:3]=1.[CH2:15]1[CH2:21][S:18](=[O:20])(=[O:19])[O:17][CH2:16]1. (9) The reactants are: OC(C(F)(F)F)=O.[F:8][C:9]1[C:14]([N:15]2[CH2:19][CH:18]([C:20]([OH:22])=O)[N:17]([CH3:23])[C:16]2=[O:24])=[CH:13][CH:12]=[CH:11][N:10]=1.C(N1CCOCC1)C.O.ON1C2C=CC=CC=2N=N1.Cl.C(N=C=NCCCN(C)C)C.[Cl:56][C:57]1[CH:62]=[C:61]([Cl:63])[CH:60]=[CH:59][C:58]=1[CH2:64][NH2:65]. Given the product [Cl:56][C:57]1[CH:62]=[C:61]([Cl:63])[CH:60]=[CH:59][C:58]=1[CH2:64][NH:65][C:20]([CH:18]1[CH2:19][N:15]([C:14]2[C:9]([F:8])=[N:10][CH:11]=[CH:12][CH:13]=2)[C:16](=[O:24])[N:17]1[CH3:23])=[O:22], predict the reactants needed to synthesize it. (10) Given the product [C:1]([O:5][C:6]([NH:8][C@@:9]12[CH2:16][CH2:15][CH2:14][C@@:13]1([Cl:17])[CH2:12][NH:11][CH2:10]2)=[O:7])([CH3:4])([CH3:2])[CH3:3], predict the reactants needed to synthesize it. The reactants are: [C:1]([O:5][C:6]([NH:8][C@@:9]12[CH2:16][CH2:15][CH2:14][C@@:13]1([Cl:17])[CH2:12][N:11]([C@@H](C1C=CC=CC=1)C)[CH2:10]2)=[O:7])([CH3:4])([CH3:3])[CH3:2].